The task is: Predict the reactants needed to synthesize the given product.. This data is from Full USPTO retrosynthesis dataset with 1.9M reactions from patents (1976-2016). The reactants are: [CH3:1][C:2]1[C:3]2[CH:4]=[C:5]([OH:35])[CH:6]=[CH:7][C:8]=2[N:9]([CH2:18][C:19]2[CH:20]=[CH:21][C:22]([O:25][CH2:26][CH2:27][N:28]3[CH2:34][CH2:33][CH2:32][CH2:31][CH2:30][CH2:29]3)=[CH:23][CH:24]=2)[C:10]=1[C:11]1[CH:12]=[CH:13][C:14]([OH:17])=[CH:15][CH:16]=1.C[C:37]([CH3:39])=[O:38]. Given the product [CH3:1][C:2]1[C:3]2[CH:4]=[C:5]([OH:35])[CH:6]=[CH:7][C:8]=2[N:9]([CH2:18][C:19]2[CH:24]=[CH:23][C:22]([O:25][CH2:26][CH2:27][N:28]3[CH2:29][CH2:30][CH2:31][CH2:32][CH2:33][CH2:34]3)=[CH:21][CH:20]=2)[C:10]=1[C:11]1[CH:12]=[CH:13][C:14]([OH:17])=[CH:15][CH:16]=1.[CH3:39][C:37]([OH:17])=[O:38], predict the reactants needed to synthesize it.